Predict the product of the given reaction. From a dataset of Forward reaction prediction with 1.9M reactions from USPTO patents (1976-2016). The product is: [CH2:58]([O:57][C@:16]1([CH2:15][CH2:14][OH:13])[C@@:20]([CH2:30][O:31][S:32]([C:35]2[CH:40]=[CH:39][C:38]([CH3:41])=[CH:37][CH:36]=2)(=[O:34])=[O:33])([CH2:21][O:22][CH2:23][C:24]2[CH:29]=[CH:28][CH:27]=[CH:26][CH:25]=2)[O:19][C@@H:18]([N:42]2[CH:49]=[C:48]([CH3:50])[C:46](=[O:47])[NH:45][C:43]2=[O:44])[C@@H:17]1[O:51][CH2:52][CH:53]([O:55][CH3:56])[CH3:54])[C:59]1[CH:64]=[CH:63][CH:62]=[CH:61][CH:60]=1. Given the reactants [OH-].[Na+].O1CCCC1CO.C([O:13][CH2:14][CH2:15][C@@:16]1([O:57][CH2:58][C:59]2[CH:64]=[CH:63][CH:62]=[CH:61][CH:60]=2)[C@@:20]([CH2:30][O:31][S:32]([C:35]2[CH:40]=[CH:39][C:38]([CH3:41])=[CH:37][CH:36]=2)(=[O:34])=[O:33])([CH2:21][O:22][CH2:23][C:24]2[CH:29]=[CH:28][CH:27]=[CH:26][CH:25]=2)[O:19][C@@H:18]([N:42]2[CH:49]=[C:48]([CH3:50])[C:46](=[O:47])[NH:45][C:43]2=[O:44])[C@@H:17]1[O:51][CH2:52][CH:53]([O:55][CH3:56])[CH3:54])(=O)C, predict the reaction product.